This data is from Reaction yield outcomes from USPTO patents with 853,638 reactions. The task is: Predict the reaction yield, written as a fraction of the theoretical maximum amount of product (1.0 means a 100% yield; for example, 0.34 means a 34% yield). (1) The reactants are Cl.[N:2]([C@@H:5]1[CH2:9][NH:8][CH2:7][C@H:6]1[OH:10])=[N+:3]=[N-:4].Br[CH2:12][CH2:13][O:14][CH3:15].CCN(C(C)C)C(C)C.CC1C=CC(S(O)(=O)=O)=CC=1.N.CO. The catalyst is CN(C=O)C.C(Cl)Cl. The product is [N:2]([C@@H:5]1[CH2:9][N:8]([CH2:12][CH2:13][O:14][CH3:15])[CH2:7][C@H:6]1[OH:10])=[N+:3]=[N-:4]. The yield is 0.964. (2) The reactants are [Cl:1][C:2]1[CH:3]=[C:4]([OH:9])[CH:5]=[C:6]([Cl:8])[CH:7]=1.N1C(C)=CC=CC=1C.O([Si:26]([CH:33]([CH3:35])[CH3:34])([CH:30]([CH3:32])[CH3:31])[CH:27]([CH3:29])[CH3:28])S(C(F)(F)F)(=O)=O. The catalyst is C(Cl)Cl. The product is [Cl:1][C:2]1[CH:3]=[C:4]([CH:5]=[C:6]([Cl:8])[CH:7]=1)[O:9][Si:26]([CH:33]([CH3:35])[CH3:34])([CH:30]([CH3:32])[CH3:31])[CH:27]([CH3:29])[CH3:28]. The yield is 0.910. (3) The reactants are N[C@H:2]([C:8]([OH:10])=[O:9])[CH2:3][CH2:4][C:5]([OH:7])=[O:6].N([O-])=O.[Na+]. The catalyst is O.Cl. The product is [O:9]=[C:8]1[O:10][C@H:4]([C:5]([OH:7])=[O:6])[CH2:3][CH2:2]1. The yield is 0.590. (4) The reactants are [CH3:1][S:2]([NH:5][CH2:6][C:7]1[CH:16]=[CH:15][C:10]([C:11]([O:13][CH3:14])=[O:12])=[C:9]([N+:17]([O-])=O)[CH:8]=1)(=[O:4])=[O:3].Cl.[H][H]. The catalyst is CO.[Pd]. The product is [NH2:17][C:9]1[CH:8]=[C:7]([CH2:6][NH:5][S:2]([CH3:1])(=[O:4])=[O:3])[CH:16]=[CH:15][C:10]=1[C:11]([O:13][CH3:14])=[O:12]. The yield is 0.880. (5) The reactants are [N+:1]([C:4]1[CH:13]=[C:12]2[C:7]([CH2:8][CH2:9][CH2:10][C:11]2=[N:14]O)=[CH:6][CH:5]=1)([O-])=O. The catalyst is CO. The product is [CH:11]1([NH2:14])[C:12]2[C:7](=[CH:6][CH:5]=[C:4]([NH2:1])[CH:13]=2)[CH2:8][CH2:9][CH2:10]1. The yield is 0.960. (6) The reactants are [O-]CC.[Na+].C(O[CH:9]([CH3:11])[CH3:10])(C)C.[C:12]([O:18]CC)(=O)[CH2:13][CH2:14]CC.C(OCC)=O.O.[NH2:27][NH2:28].[C:37](O[C:37]([O:39][C:40]([CH3:43])([CH3:42])[CH3:41])=[O:38])([O:39][C:40]([CH3:43])([CH3:42])[CH3:41])=[O:38]. The catalyst is O1CCCC1.C(N(CC)CC)C.O.C(O)(=O)C. The product is [OH:18][C:12]1[C:13]([CH2:11][CH2:9][CH3:10])=[CH:14][N:28]([C:37]([O:39][C:40]([CH3:41])([CH3:42])[CH3:43])=[O:38])[N:27]=1. The yield is 0.660. (7) The reactants are C[O:2][C:3]([C:5]1[C:10]2[C@@H:11]3[C@H:16]([CH2:17][CH2:18][C:9]=2[CH:8]=[CH:7][CH:6]=1)[N:15]([C:19]([C:21]1[CH:29]=[CH:28][C:24]2[NH:25][CH:26]=[N:27][C:23]=2[CH:22]=1)=[O:20])[CH2:14][CH2:13][CH2:12]3)=O. The catalyst is C(Cl)Cl.CO. The product is [NH:25]1[C:24]2[CH:28]=[CH:29][C:21]([C:19]([N:15]3[C@@H:16]4[C@@H:11]([C:10]5[C:5]([CH2:3][OH:2])=[CH:6][CH:7]=[CH:8][C:9]=5[CH2:18][CH2:17]4)[CH2:12][CH2:13][CH2:14]3)=[O:20])=[CH:22][C:23]=2[N:27]=[CH:26]1. The yield is 0.460. (8) The reactants are [Br:1][C:2]1[CH:7]=[CH:6][C:5]([OH:8])=[C:4]([O:9][CH3:10])[C:3]=1[OH:11].C(=O)([O-])[O-].[K+].[K+].[CH3:18][O:19][CH2:20]Cl. The catalyst is CC(C)=O. The product is [Br:1][C:2]1[CH:7]=[CH:6][C:5]([OH:8])=[C:4]([O:9][CH3:10])[C:3]=1[O:11][CH2:18][O:19][CH3:20]. The yield is 0.370. (9) The reactants are [OH:1][C:2]1[CH:7]=[C:6]([O:8][CH2:9][CH2:10][O:11][CH3:12])[CH:5]=[CH:4][C:3]=1/[CH:13]=[CH:14]/[C:15]([O:17][CH2:18][CH3:19])=[O:16].Br[CH2:21][CH:22]1[CH2:24][CH2:23]1.C(=O)([O-])[O-].[K+].[K+].O. The catalyst is CN(C)C=O. The product is [CH:22]1([CH2:21][O:1][C:2]2[CH:7]=[C:6]([O:8][CH2:9][CH2:10][O:11][CH3:12])[CH:5]=[CH:4][C:3]=2/[CH:13]=[CH:14]/[C:15]([O:17][CH2:18][CH3:19])=[O:16])[CH2:24][CH2:23]1. The yield is 0.840.